Regression. Given a peptide amino acid sequence and an MHC pseudo amino acid sequence, predict their binding affinity value. This is MHC class I binding data. From a dataset of Peptide-MHC class I binding affinity with 185,985 pairs from IEDB/IMGT. (1) The peptide sequence is AVYSSSMVK. The MHC is HLA-A24:03 with pseudo-sequence HLA-A24:03. The binding affinity (normalized) is 0.125. (2) The peptide sequence is DLTTKNVSI. The MHC is HLA-A02:01 with pseudo-sequence HLA-A02:01. The binding affinity (normalized) is 0.